From a dataset of Full USPTO retrosynthesis dataset with 1.9M reactions from patents (1976-2016). Predict the reactants needed to synthesize the given product. (1) The reactants are: [C:1]([C:3]1[CH:4]=[C:5]([C:14]2(C(OC)=O)[NH:18][C:17]3[CH:19]=[CH:20][CH:21]=[CH:22][C:16]=3[S:15]2)[CH:6]=[CH:7][C:8]=1[O:9][CH2:10][CH:11]([CH3:13])[CH3:12])#[N:2].[OH-].[K+].Cl.CO.[CH2:32]([OH:34])C.C1C[O:38]CC1. Given the product [C:1]([C:3]1[CH:4]=[C:5]([C:14]2[S:15][C:16]3[C:22]([C:32]([OH:34])=[O:38])=[CH:21][CH:20]=[CH:19][C:17]=3[N:18]=2)[CH:6]=[CH:7][C:8]=1[O:9][CH2:10][CH:11]([CH3:13])[CH3:12])#[N:2], predict the reactants needed to synthesize it. (2) Given the product [C:38]([N:12]1[CH2:13][C@H:14]([NH:15][C:16](=[O:30])[C:17]2[CH:18]=[CH:19][C:20]([N:23]3[CH:28]=[CH:27][CH:26]=[CH:25][C:24]3=[O:29])=[CH:21][CH:22]=2)[C@H:10]([NH:9][C:7]([C:5]2[S:6][C:2]([Cl:1])=[CH:3][CH:4]=2)=[O:8])[CH2:11]1)(=[O:40])[CH3:39], predict the reactants needed to synthesize it. The reactants are: [Cl:1][C:2]1[S:6][C:5]([C:7]([NH:9][C@H:10]2[C@@H:14]([NH:15][C:16](=[O:30])[C:17]3[CH:22]=[CH:21][C:20]([N:23]4[CH:28]=[CH:27][CH:26]=[CH:25][C:24]4=[O:29])=[CH:19][CH:18]=3)[CH2:13][NH:12][CH2:11]2)=[O:8])=[CH:4][CH:3]=1.CCN(CC)CC.[C:38](OC(=O)C)(=[O:40])[CH3:39]. (3) Given the product [CH3:23][C:20]1[CH:21]=[CH:22][C:17]([N:13]2[CH2:14][CH2:15][N:10]([C:7]3[CH:8]=[CH:9][C:4]([NH2:1])=[CH:5][CH:6]=3)[CH2:11][CH2:12]2)=[N:18][CH:19]=1, predict the reactants needed to synthesize it. The reactants are: [N+:1]([C:4]1[CH:9]=[CH:8][C:7]([N:10]2[CH2:15][CH2:14][NH:13][CH2:12][CH2:11]2)=[CH:6][CH:5]=1)([O-])=O.Cl[C:17]1[CH:22]=[CH:21][C:20]([CH3:23])=[CH:19][N:18]=1.CC1N=C(N2CCN(C3C=CC(N)=CC=3)CC2)C=CC=1. (4) Given the product [ClH:5].[CH3:6][O:7][C:8]1[CH:9]=[C:10]([C:16]2[CH:25]3[CH:20]([CH2:21][CH:22]=[CH:23][CH2:24]3)[C:19](=[O:26])[N:18]([CH:27]3[CH2:32][CH2:31][N:30]([CH:33]([CH3:34])[CH3:2])[CH2:29][CH2:28]3)[N:17]=2)[CH:11]=[CH:12][C:13]=1[O:14][CH3:15], predict the reactants needed to synthesize it. The reactants are: I[CH:2](C)C.[ClH:5].[CH3:6][O:7][C:8]1[CH:9]=[C:10]([C:16]2[C@@H:25]3[C@@H:20]([CH2:21][CH:22]=[CH:23][CH2:24]3)[C:19](=[O:26])[N:18]([CH:27]3[CH2:32][CH2:31][N:30]([CH2:33][C:34]4C=C5C(C=CC(=O)O5)=CC=4)[CH2:29][CH2:28]3)[N:17]=2)[CH:11]=[CH:12][C:13]=1[O:14][CH3:15]. (5) The reactants are: [CH:1]1([NH:4][C:5](=[O:32])[C:6]2[CH:11]=[C:10]([N:12]3[CH:17]=[CH:16][N:15]=[C:14]([NH:18][C:19]4([C:22]5[CH:27]=[CH:26][CH:25]=[CH:24][C:23]=5[OH:28])[CH2:21][CH2:20]4)[C:13]3=[O:29])[C:9]([CH3:30])=[CH:8][C:7]=2[F:31])[CH2:3][CH2:2]1.C(=O)([O-])[O-].[K+].[K+].Br[CH2:40][CH2:41][Cl:42]. Given the product [Cl:42][CH2:41][CH2:40][O:28][C:23]1[CH:24]=[CH:25][CH:26]=[CH:27][C:22]=1[C:19]1([NH:18][C:14]2[C:13](=[O:29])[N:12]([C:10]3[C:9]([CH3:30])=[CH:8][C:7]([F:31])=[C:6]([CH:11]=3)[C:5]([NH:4][CH:1]3[CH2:2][CH2:3]3)=[O:32])[CH:17]=[CH:16][N:15]=2)[CH2:21][CH2:20]1, predict the reactants needed to synthesize it. (6) Given the product [CH3:23][C:24]1([CH3:32])[O:28][C@@H:27]([CH2:29][O:30][NH:31][C:8]([C:6]2[CH:7]=[C:2]([F:1])[C:3]3[N:4]([CH:20]=[N:21][CH:22]=3)[C:5]=2[NH:11][C:12]2[CH:17]=[CH:16][C:15]([I:18])=[CH:14][C:13]=2[F:19])=[O:10])[CH2:26][O:25]1, predict the reactants needed to synthesize it. The reactants are: [F:1][C:2]1[C:3]2[N:4]([CH:20]=[N:21][CH:22]=2)[C:5]([NH:11][C:12]2[CH:17]=[CH:16][C:15]([I:18])=[CH:14][C:13]=2[F:19])=[C:6]([C:8]([OH:10])=O)[CH:7]=1.[CH3:23][C:24]1([CH3:32])[O:28][C@@H:27]([CH2:29][O:30][NH2:31])[CH2:26][O:25]1.CCN=C=NCCCN(C)C.C1C=CC2N(O)N=NC=2C=1.CCN(C(C)C)C(C)C. (7) Given the product [CH3:30][O:29][C:27]([C:26]1[CH:31]=[CH:32][C:23]([C:20]2([NH:19][C:15]([C@H:14]3[CH2:13][CH2:12][CH:11]4[CH:9]([CH2:10]4)[N:8]3[C:6]([O:5][C:1]([CH3:2])([CH3:3])[CH3:4])=[O:7])=[O:17])[CH2:21][CH2:22]2)=[CH:24][CH:25]=1)=[O:28], predict the reactants needed to synthesize it. The reactants are: [C:1]([O:5][C:6]([N:8]1[C@@H:14]([C:15]([OH:17])=O)[CH2:13][CH2:12][CH:11]2[CH:9]1[CH2:10]2)=[O:7])([CH3:4])([CH3:3])[CH3:2].Cl.[NH2:19][C:20]1([C:23]2[CH:32]=[CH:31][C:26]([C:27]([O:29][CH3:30])=[O:28])=[CH:25][CH:24]=2)[CH2:22][CH2:21]1. (8) Given the product [ClH:1].[CH3:31][C:25]([C:22]1[CH:21]=[CH:20][C:19]([C:17]#[C:16][CH2:15][NH:14][C@@H:12]([C:2]2[C:11]3[C:6](=[CH:7][CH:8]=[CH:9][CH:10]=3)[CH:5]=[CH:4][CH:3]=2)[CH3:13])=[CH:24][CH:23]=1)([CH3:30])[C:26]([O:28][CH3:29])=[O:27], predict the reactants needed to synthesize it. The reactants are: [ClH:1].[C:2]1([C@H:12]([NH:14][CH2:15][C:16]#[CH:17])[CH3:13])[C:11]2[C:6](=[CH:7][CH:8]=[CH:9][CH:10]=2)[CH:5]=[CH:4][CH:3]=1.Br[C:19]1[CH:24]=[CH:23][C:22]([C:25]([CH3:31])([CH3:30])[C:26]([O:28][CH3:29])=[O:27])=[CH:21][CH:20]=1. (9) Given the product [Cl:56][C:55]1[C:47]([F:46])=[C:48]([CH:52]=[CH:53][CH:54]=1)[C:49]([N:16]([CH2:17][CH2:18][CH2:19][NH:20][C:21](=[O:30])[O:22][CH2:23][C:24]1[CH:25]=[CH:26][CH:27]=[CH:28][CH:29]=1)[C@@H:12]([C:8]1[N:7]([NH:31][C:32]2[CH:33]=[CH:34][CH:35]=[CH:36][CH:37]=2)[C:6](=[O:38])[C:5]2[C:10](=[CH:11][C:2]([Cl:1])=[CH:3][CH:4]=2)[N:9]=1)[CH2:13][C:14]#[CH:15])=[O:50], predict the reactants needed to synthesize it. The reactants are: [Cl:1][C:2]1[CH:11]=[C:10]2[C:5]([C:6](=[O:38])[N:7]([NH:31][C:32]3[CH:37]=[CH:36][CH:35]=[CH:34][CH:33]=3)[C:8]([C@H:12]([NH:16][CH2:17][CH2:18][CH2:19][NH:20][C:21](=[O:30])[O:22][CH2:23][C:24]3[CH:29]=[CH:28][CH:27]=[CH:26][CH:25]=3)[CH2:13][C:14]#[CH:15])=[N:9]2)=[CH:4][CH:3]=1.C(N(CC)CC)C.[F:46][C:47]1[C:55]([Cl:56])=[CH:54][CH:53]=[CH:52][C:48]=1[C:49](Cl)=[O:50]. (10) Given the product [CH2:17]([N:19]([CH2:2][CH:3]1[O:8][C:7]2[CH:9]=[C:10]([S:13]([CH3:16])(=[O:15])=[O:14])[CH:11]=[CH:12][C:6]=2[CH2:5][O:4]1)[CH2:20][CH3:21])[CH3:18], predict the reactants needed to synthesize it. The reactants are: Br[CH2:2][CH:3]1[O:8][C:7]2[CH:9]=[C:10]([S:13]([CH3:16])(=[O:15])=[O:14])[CH:11]=[CH:12][C:6]=2[CH2:5][O:4]1.[CH2:17]([NH:19][CH2:20][CH3:21])[CH3:18].